This data is from Forward reaction prediction with 1.9M reactions from USPTO patents (1976-2016). The task is: Predict the product of the given reaction. Given the reactants Cl[C:2]1[C:11]2[C:6](=[C:7](Cl)[CH:8]=[CH:9][C:10]=2[O:12][CH3:13])[N:5]=[C:4]([C:15]([F:18])([F:17])[F:16])[CH:3]=1, predict the reaction product. The product is: [CH3:13][O:12][C:10]1[CH:9]=[CH:8][CH:7]=[C:6]2[C:11]=1[CH:2]=[CH:3][C:4]([C:15]([F:18])([F:16])[F:17])=[N:5]2.